From a dataset of Catalyst prediction with 721,799 reactions and 888 catalyst types from USPTO. Predict which catalyst facilitates the given reaction. (1) Product: [NH:35]1[C:36]2[C:32](=[C:31]([C:29]3[CH:28]=[C:27]4[C:23]([CH:24]=[N:25][NH:26]4)=[C:22]([NH:21][C:19]([C:17]4[CH:16]=[CH:15][CH:14]=[C:13]([O:9][CH:6]5[CH2:7][CH2:8][O:3][CH2:4][CH2:5]5)[N:18]=4)=[O:20])[CH:30]=3)[CH:39]=[CH:38][CH:37]=2)[CH:33]=[CH:34]1. Reactant: [H-].[Na+].[O:3]1[CH2:8][CH2:7][CH:6]([OH:9])[CH2:5][CH2:4]1.[H][H].F[C:13]1[N:18]=[C:17]([C:19]([NH:21][C:22]2[CH:30]=[C:29]([C:31]3[CH:39]=[CH:38][CH:37]=[C:36]4[C:32]=3[CH:33]=[CH:34][NH:35]4)[CH:28]=[C:27]3[C:23]=2[CH:24]=[N:25][NH:26]3)=[O:20])[CH:16]=[CH:15][CH:14]=1. The catalyst class is: 20. (2) Reactant: [CH2:1]([C:4]1[CH:9]=[CH:8][C:7]([C:10]2[CH:17]=[CH:16][C:13]([CH2:14]Br)=[CH:12][CH:11]=2)=[CH:6][CH:5]=1)[CH2:2][CH3:3].[CH2:18]([C:21]1[CH:26]=[CH:25][C:24]([OH:27])=[CH:23][CH:22]=1)[CH2:19][CH3:20].C(=O)([O-])[O-].[K+].[K+].CC(C)=O. Product: [CH2:1]([C:4]1[CH:9]=[CH:8][C:7]([C:10]2[CH:17]=[CH:16][C:13]([CH2:14][O:27][C:24]3[CH:25]=[CH:26][C:21]([CH2:18][CH2:19][CH3:20])=[CH:22][CH:23]=3)=[CH:12][CH:11]=2)=[CH:6][CH:5]=1)[CH2:2][CH3:3]. The catalyst class is: 69. (3) Product: [C:7]([O:11][C:12]([N:14]1[CH2:15][CH2:16][N:17]([C:20]2[CH:25]=[CH:24][CH:23]=[CH:22][C:21]=2[C:26]2[CH:27]=[CH:28][C:29]([CH2:32][OH:33])=[CH:30][CH:31]=2)[CH2:18][CH2:19]1)=[O:13])([CH3:10])([CH3:8])[CH3:9]. The catalyst class is: 1. Reactant: [H-].[Al+3].[Li+].[H-].[H-].[H-].[C:7]([O:11][C:12]([N:14]1[CH2:19][CH2:18][N:17]([C:20]2[CH:25]=[CH:24][CH:23]=[CH:22][C:21]=2[C:26]2[CH:31]=[CH:30][C:29]([CH:32]=[O:33])=[CH:28][CH:27]=2)[CH2:16][CH2:15]1)=[O:13])([CH3:10])([CH3:9])[CH3:8]. (4) Reactant: [NH2:1][C:2]1[N:10]=[CH:9][CH:8]=[CH:7][C:3]=1[C:4]([OH:6])=O.ON1C2C=CC=CC=2N=N1.CCN=C=NCCCN(C)C.FC(F)(F)[C:34]1[CH:48]=[CH:47][CH:46]=[CH:45][C:35]=1[O:36][C:37]1[CH:44]=[CH:43][C:40]([CH2:41][NH2:42])=[CH:39][CH:38]=1.[C:51](=O)(O)[O-:52].[Na+]. Product: [CH3:51][O:52][C:34]1[CH:48]=[CH:47][CH:46]=[CH:45][C:35]=1[O:36][C:37]1[CH:44]=[CH:43][C:40]([CH2:41][NH:42][C:4](=[O:6])[C:3]2[CH:7]=[CH:8][CH:9]=[N:10][C:2]=2[NH2:1])=[CH:39][CH:38]=1. The catalyst class is: 3.